This data is from Catalyst prediction with 721,799 reactions and 888 catalyst types from USPTO. The task is: Predict which catalyst facilitates the given reaction. (1) Reactant: [CH2:1]([O:3][C:4](=[O:19])[CH2:5][O:6][C:7]1[CH:12]=[CH:11][C:10]([NH2:13])=[CH:9][C:8]=1[CH2:14][CH2:15][CH2:16][O:17][CH3:18])[CH3:2].[C:20](O[C:20]([O:22][C:23]([CH3:26])([CH3:25])[CH3:24])=[O:21])([O:22][C:23]([CH3:26])([CH3:25])[CH3:24])=[O:21]. Product: [CH2:1]([O:3][C:4](=[O:19])[CH2:5][O:6][C:7]1[CH:12]=[CH:11][C:10]([NH:13][C:20]([O:22][C:23]([CH3:26])([CH3:25])[CH3:24])=[O:21])=[CH:9][C:8]=1[CH2:14][CH2:15][CH2:16][O:17][CH3:18])[CH3:2]. The catalyst class is: 1. (2) Reactant: [Cl:1][C:2]1[CH:14]=[CH:13][C:5]([CH2:6][CH:7]2[CH2:12][CH2:11][NH:10][CH2:9][CH2:8]2)=[CH:4][CH:3]=1.[CH:15]12[O:20][CH:19]1[CH2:18][CH2:17][CH2:16]2. Product: [Cl:1][C:2]1[CH:3]=[CH:4][C:5]([CH2:6][CH:7]2[CH2:8][CH2:9][N:10]([C@@H:18]3[CH2:17][CH2:16][CH2:15][C@H:19]3[OH:20])[CH2:11][CH2:12]2)=[CH:13][CH:14]=1. The catalyst class is: 14. (3) Reactant: [NH2:1][C:2]1[CH:7]=[C:6]([CH3:8])[C:5]([CH3:9])=[CH:4][C:3]=1[NH:10][CH2:11][CH2:12][CH2:13][CH2:14][CH2:15][CH2:16][C:17]([OH:19])=[O:18].B(OB=O)=O.O.[NH:26]1[C:34](=[O:35])[C:32](=O)[C:30](=O)[NH:29][C:27]1=[O:28]. Product: [CH3:8][C:6]1[C:5]([CH3:9])=[CH:4][C:3]2[N:10]([CH2:11][CH2:12][CH2:13][CH2:14][CH2:15][CH2:16][C:17]([OH:19])=[O:18])[C:30]3[C:32]([C:34](=[O:35])[NH:26][C:27](=[O:28])[N:29]=3)=[N:1][C:2]=2[CH:7]=1. The catalyst class is: 15. (4) Product: [OH:1][C@H:2]([CH2:16][CH2:17][C:18]1[CH:19]=[CH:20][C:21]([N:60]2[C:59]([C:62]([F:65])([F:64])[F:63])=[N:61]2)=[CH:22][CH:23]=1)[C@@H:3]([CH2:7][CH2:8][CH2:9][CH2:10][CH2:11][CH2:12][CH2:13][C:14]#[CH:15])[C:4]([OH:6])=[O:5]. The catalyst class is: 36. Reactant: [OH:1][C@H:2]([CH2:16][CH2:17][C:18]1[CH:23]=[CH:22][C:21](C2(C(F)(F)F)N=N2)=[CH:20][CH:19]=1)[C@H:3]([CH2:7][CH2:8][CH2:9][CH2:10][CH2:11][CH2:12][CH2:13][C:14]#[CH:15])[C:4]([OH:6])=[O:5].O[C@H](CCC1C=CC([C:59]2([C:62]([F:65])([F:64])[F:63])[N:61]=[N:60]2)=CC=1)[C@@H](CCCCCCCC#C[Si](C)(C)C)C(OC)=O.[OH-].[Na+].O.